Dataset: Reaction yield outcomes from USPTO patents with 853,638 reactions. Task: Predict the reaction yield, written as a fraction of the theoretical maximum amount of product (1.0 means a 100% yield; for example, 0.34 means a 34% yield). (1) The reactants are [Cl-].O[NH3+:3].[C:4](=[O:7])([O-])[OH:5].[Na+].CS(C)=O.[CH2:13]([C:17]1[N:21]([CH2:22][C:23]2[CH:28]=[CH:27][C:26]([C:29]3[C:30]([C:35]#[N:36])=[CH:31][CH:32]=[CH:33][CH:34]=3)=[CH:25][CH:24]=2)[C:20](=[O:37])[N:19]([CH2:38][C:39]([CH3:42])([CH3:41])[CH3:40])[N:18]=1)[CH2:14][CH2:15][CH3:16]. The catalyst is C(OCC)(=O)C. The product is [CH2:13]([C:17]1[N:21]([CH2:22][C:23]2[CH:28]=[CH:27][C:26]([C:29]3[CH:34]=[CH:33][CH:32]=[CH:31][C:30]=3[C:35]3[NH:3][C:4](=[O:7])[O:5][N:36]=3)=[CH:25][CH:24]=2)[C:20](=[O:37])[N:19]([CH2:38][C:39]([CH3:41])([CH3:40])[CH3:42])[N:18]=1)[CH2:14][CH2:15][CH3:16]. The yield is 0.720. (2) The reactants are C(=O)([O-])[O-].[K+].[K+].[Cl:7][C:8]1[C:17]2[C:12](=[CH:13][C:14]([O:18][CH3:19])=[CH:15][CH:16]=2)[C:11]([OH:20])=[CH:10][N:9]=1.Br[CH2:22][CH2:23][O:24][CH3:25]. The product is [Cl:7][C:8]1[C:17]2[C:12](=[CH:13][C:14]([O:18][CH3:19])=[CH:15][CH:16]=2)[C:11]([O:20][CH2:22][CH2:23][O:24][CH3:25])=[CH:10][N:9]=1. The yield is 0.880. The catalyst is O. (3) The reactants are [CH2:1]([NH:9][C:10]([C:12]1[CH:13]=[C:14]([C:34]2[CH:39]=[C:38]([CH:40]([CH3:42])[CH3:41])[CH:37]=[CH:36][C:35]=2[O:43][CH3:44])[C:15]([O:26][CH2:27][C:28]2[CH:33]=[CH:32][CH:31]=[CH:30][CH:29]=2)=[CH:16][C:17]=1[O:18][CH2:19][C:20]1[CH:25]=[CH:24][CH:23]=[CH:22][CH:21]=1)=O)[CH2:2][C:3]1[CH:8]=[CH:7][CH:6]=[CH:5][CH:4]=1.P(Cl)(Cl)(Cl)(Cl)Cl.[Si]([N:55]=[N+:56]=[N-:57])(C)(C)C. The catalyst is ClCCl. The product is [CH2:19]([O:18][C:17]1[CH:16]=[C:15]([O:26][CH2:27][C:28]2[CH:33]=[CH:32][CH:31]=[CH:30][CH:29]=2)[C:14]([C:34]2[CH:39]=[C:38]([CH:40]([CH3:42])[CH3:41])[CH:37]=[CH:36][C:35]=2[O:43][CH3:44])=[CH:13][C:12]=1[C:10]1[N:9]([CH2:1][CH2:2][C:3]2[CH:4]=[CH:5][CH:6]=[CH:7][CH:8]=2)[N:57]=[N:56][N:55]=1)[C:20]1[CH:25]=[CH:24][CH:23]=[CH:22][CH:21]=1. The yield is 0.890. (4) The reactants are [C:1]([O:5][C:6]([N:8]([C:13]1[CH:14]=[C:15]([CH:30]=[CH:31][C:32]=1[O:33][CH3:34])[C:16]([O:18][CH2:19][C:20]([O:22]CC1C=CC=CC=1)=[O:21])=[O:17])[S:9]([CH3:12])(=[O:11])=[O:10])=[O:7])([CH3:4])([CH3:3])[CH3:2]. The catalyst is CO.CCOC(C)=O.[Pd]. The product is [C:1]([O:5][C:6]([N:8]([C:13]1[CH:14]=[C:15]([CH:30]=[CH:31][C:32]=1[O:33][CH3:34])[C:16]([O:18][CH2:19][C:20]([OH:22])=[O:21])=[O:17])[S:9]([CH3:12])(=[O:11])=[O:10])=[O:7])([CH3:4])([CH3:3])[CH3:2]. The yield is 0.930. (5) The reactants are F[C:2]1[C:7]([C:8]2[C:9]3[CH:16]=[CH:15][NH:14][C:10]=3[N:11]=[CH:12][N:13]=2)=[CH:6][CH:5]=[CH:4][N:3]=1.[Cl:17][C:18]1[C:27]2[CH:26]=[CH:25][C:24]([CH3:28])=[C:23]([NH2:29])[C:22]=2[CH:21]=[CH:20][N:19]=1.C[Si]([N-][Si](C)(C)C)(C)C.[Li+]. The catalyst is C1COCC1. The product is [N:11]1[C:10]2[NH:14][CH:15]=[CH:16][C:9]=2[C:8]([C:7]2[C:2]([NH:29][C:23]3[C:22]4[CH:21]=[CH:20][N:19]=[C:18]([Cl:17])[C:27]=4[CH:26]=[CH:25][C:24]=3[CH3:28])=[N:3][CH:4]=[CH:5][CH:6]=2)=[N:13][CH:12]=1. The yield is 0.730. (6) The reactants are Cl.[N:2]1([C:9]2[CH:19]=[CH:18][C:12]([C:13]([O:15][CH2:16][CH3:17])=[O:14])=[CH:11][CH:10]=2)[CH2:8][CH2:7][CH2:6][NH:5][CH2:4][CH2:3]1.[CH:20]1[C:29]2[C:24](=[CH:25][CH:26]=[CH:27][CH:28]=2)[CH:23]=[CH:22][C:21]=1[S:30](Cl)(=[O:32])=[O:31].C([O-])(O)=O.[Na+]. The catalyst is C(Cl)Cl. The product is [CH:20]1[C:29]2[C:24](=[CH:25][CH:26]=[CH:27][CH:28]=2)[CH:23]=[CH:22][C:21]=1[S:30]([N:5]1[CH2:6][CH2:7][CH2:8][N:2]([C:9]2[CH:19]=[CH:18][C:12]([C:13]([O:15][CH2:16][CH3:17])=[O:14])=[CH:11][CH:10]=2)[CH2:3][CH2:4]1)(=[O:31])=[O:32]. The yield is 1.00. (7) The reactants are Cl.[NH:2]1[CH2:7][CH2:6][CH:5]([CH2:8][NH:9][C:10]([C:12]2[C:20]3[N:19]=[C:18]([C:21]([CH3:24])([CH3:23])[CH3:22])[NH:17][C:16]=3[CH:15]=[CH:14][CH:13]=2)=[O:11])[CH2:4][CH2:3]1.C(N(CC)C(C)C)(C)C.[C:34]([O:38][C:39]([N:41]1[CH2:46][CH2:45][CH:44]([CH:47]=O)[CH2:43][CH2:42]1)=[O:40])([CH3:37])([CH3:36])[CH3:35].C(O[BH-](OC(=O)C)OC(=O)C)(=O)C.[Na+]. The catalyst is ClCCl. The product is [C:34]([O:38][C:39]([N:41]1[CH2:46][CH2:45][CH:44]([CH2:47][N:2]2[CH2:7][CH2:6][CH:5]([CH2:8][NH:9][C:10]([C:12]3[C:20]4[N:19]=[C:18]([C:21]([CH3:24])([CH3:23])[CH3:22])[NH:17][C:16]=4[CH:15]=[CH:14][CH:13]=3)=[O:11])[CH2:4][CH2:3]2)[CH2:43][CH2:42]1)=[O:40])([CH3:37])([CH3:35])[CH3:36]. The yield is 0.870. (8) The reactants are OC(C=C)C[O:4][C@H:5]1[CH2:10][CH2:9][C@H:8]([N:11]2[C:16](=[O:17])[C:15]([CH2:18][C:19]3[CH:24]=[CH:23][C:22]([C:25]4[C:26]([C:31]#[N:32])=[CH:27][CH:28]=[CH:29][CH:30]=4)=[CH:21][CH:20]=3)=[C:14]([CH2:33][CH2:34][CH3:35])[N:13]3[N:36]=[CH:37][N:38]=[C:12]23)[CH2:7][CH2:6]1.N1C(C)=CC=[CH:43][C:42]=1[CH3:48].FC(F)(F)S([O:54][Si:55]([C:58]([CH3:61])([CH3:60])[CH3:59])([CH3:57])[CH3:56])(=O)=O.Cl.I([O-])(=O)(=O)=[O:66].[Na+]. The catalyst is [Os](=O)(=O)(=O)=O.O.C(#N)C.CC(C)=O.O1CCCC1. The product is [Si:55]([O:54][CH:42]([CH:43]=[O:66])[CH2:48][O:4][C@H:5]1[CH2:6][CH2:7][C@H:8]([N:11]2[C:16](=[O:17])[C:15]([CH2:18][C:19]3[CH:20]=[CH:21][C:22]([C:25]4[C:26]([C:31]#[N:32])=[CH:27][CH:28]=[CH:29][CH:30]=4)=[CH:23][CH:24]=3)=[C:14]([CH2:33][CH2:34][CH3:35])[N:13]3[N:36]=[CH:37][N:38]=[C:12]23)[CH2:9][CH2:10]1)([C:58]([CH3:61])([CH3:60])[CH3:59])([CH3:57])[CH3:56]. The yield is 0.830. (9) The product is [I:18][CH2:2][CH2:3][CH2:4][CH2:5][CH2:6][C:7]1([C:10]([O:12][C:13]([CH3:16])([CH3:15])[CH3:14])=[O:11])[CH2:9][CH2:8]1. The reactants are Cl[CH2:2][CH2:3][CH2:4][CH2:5][CH2:6][C:7]1([C:10]([O:12][C:13]([CH3:16])([CH3:15])[CH3:14])=[O:11])[CH2:9][CH2:8]1.[Na+].[I-:18]. The catalyst is CC(=O)CC.CCCCCCC. The yield is 0.990.